Predict the reaction yield, written as a fraction of the theoretical maximum amount of product (1.0 means a 100% yield; for example, 0.34 means a 34% yield). From a dataset of Reaction yield outcomes from USPTO patents with 853,638 reactions. (1) The reactants are Br[CH2:2][C:3]1[CH:10]=[CH:9][CH:8]=[CH:7][C:4]=1[CH:5]=[O:6].[CH3:11][O:12][C:13](=[O:23])[CH2:14][C:15]1[CH:20]=[CH:19][C:18]([OH:21])=[C:17]([I:22])[CH:16]=1.C([O-])([O-])=O.[K+].[K+].N[C@H](C(O)=O)CC1C=C2C(C=CC=C2)=CC=1. The catalyst is C(#N)C.C1(C)C=CC=CC=1.CC(C)=O.O. The product is [CH3:11][O:12][C:13](=[O:23])[CH2:14][C:15]1[CH:20]=[CH:19][C:18]([O:21][CH2:2][C:3]2[CH:10]=[CH:9][CH:8]=[CH:7][C:4]=2[CH:5]=[O:6])=[C:17]([I:22])[CH:16]=1. The yield is 0.800. (2) The reactants are [CH3:1][O:2][C:3]([C:5]1[S:6][C:7]([C:13]([OH:15])=O)=[CH:8][C:9]=1[CH:10]([CH3:12])[CH3:11])=[O:4].C(N(CC)CC)C.CN(C(ON1N=NC2C=CC=CC1=2)=[N+](C)C)C.F[P-](F)(F)(F)(F)F.C1C=CC2N(O)N=NC=2C=1.[NH2:57][CH2:58][C:59]1[CH:60]=[C:61]([OH:65])[CH:62]=[CH:63][CH:64]=1. The catalyst is CN(C=O)C. The product is [CH3:1][O:2][C:3]([C:5]1[S:6][C:7]([C:13](=[O:15])[NH:57][CH2:58][C:59]2[CH:64]=[CH:63][CH:62]=[C:61]([OH:65])[CH:60]=2)=[CH:8][C:9]=1[CH:10]([CH3:11])[CH3:12])=[O:4]. The yield is 0.440. (3) The reactants are [C:1]([CH2:4][CH2:5][CH2:6][O:7][C:8]1[CH:13]=[CH:12][C:11]([S:14]([C:17]2([C:23]([O:25]C(C)(C)C)=O)[CH2:22][CH2:21][O:20][CH2:19][CH2:18]2)(=[O:16])=[O:15])=[CH:10][CH:9]=1)(O)=[O:2].Cl.CN(C)CCCN=C=NCC.[OH:42][N:43]1C2C=CC=CC=2N=N1.[NH2:52][C:53]1[CH:58]=[CH:57][CH:56]=[CH:55][C:54]=1O.CN1CCOCC1. The catalyst is CN(C)C=O. The product is [O:2]1[C:54]2[CH:55]=[CH:56][CH:57]=[CH:58][C:53]=2[N:52]=[C:1]1[CH2:4][CH2:5][CH2:6][O:7][C:8]1[CH:9]=[CH:10][C:11]([S:14]([C:17]2([C:23]([NH:43][OH:42])=[O:25])[CH2:18][CH2:19][O:20][CH2:21][CH2:22]2)(=[O:15])=[O:16])=[CH:12][CH:13]=1. The yield is 0.820.